Dataset: Catalyst prediction with 721,799 reactions and 888 catalyst types from USPTO. Task: Predict which catalyst facilitates the given reaction. (1) Reactant: [F:1][C:2]([F:16])([F:15])[O:3][C:4]1[CH:5]=[C:6]([CH:12]=[CH:13][CH:14]=1)[C:7](OCC)=[O:8].O.[NH2:18][NH2:19]. The catalyst class is: 8. Product: [F:1][C:2]([F:16])([F:15])[O:3][C:4]1[CH:5]=[C:6]([CH:12]=[CH:13][CH:14]=1)[C:7]([NH:18][NH2:19])=[O:8]. (2) Reactant: C(O)(C(F)(F)F)=O.C(OC([N:15]1[CH2:20][CH2:19][N:18]([CH2:21][C:22]2[C:23]([C:44]3[CH:49]=[CH:48][CH:47]=[CH:46][CH:45]=3)=[N:24][C:25]3[C:30]([C:31]=2[C:32](=[O:42])[NH:33][C@H:34]([CH:36]2[CH2:41][CH2:40][CH2:39][CH2:38][CH2:37]2)[CH3:35])=[CH:29][C:28]([F:43])=[CH:27][CH:26]=3)[CH2:17][CH2:16]1)=O)(C)(C)C. Product: [CH:36]1([C@@H:34]([NH:33][C:32]([C:31]2[C:30]3[C:25](=[CH:26][CH:27]=[C:28]([F:43])[CH:29]=3)[N:24]=[C:23]([C:44]3[CH:45]=[CH:46][CH:47]=[CH:48][CH:49]=3)[C:22]=2[CH2:21][N:18]2[CH2:17][CH2:16][NH:15][CH2:20][CH2:19]2)=[O:42])[CH3:35])[CH2:41][CH2:40][CH2:39][CH2:38][CH2:37]1. The catalyst class is: 2. (3) Reactant: [O:1]1[CH:5]=[CH:4][CH:3]([C:6]2[CH:13]=[CH:12][CH:11]=[CH:10][C:7]=2[C:8]#[N:9])[CH2:2]1.[O:14]1[CH2:18][CH:17]=[CH:16][CH:15]1[C:19]1[CH:26]=[CH:25][CH:24]=[CH:23][C:20]=1[C:21]#[N:22]. Product: [O:14]1[CH2:18][CH2:17][CH2:16][CH:15]1[C:19]1[CH:20]=[C:23]([CH:24]=[CH:25][CH:26]=1)[C:8]#[N:9].[O:1]1[CH2:5][CH2:4][CH:3]([C:6]2[CH:7]=[C:10]([CH:11]=[CH:12][CH:13]=2)[C:21]#[N:22])[CH2:2]1. The catalyst class is: 153. (4) Reactant: [Si:1]([O:18][CH2:19][CH:20]1[CH2:25][CH:24]([OH:26])[CH:23]([CH3:27])[CH2:22][CH2:21]1)([C:14]([CH3:17])([CH3:16])[CH3:15])([C:8]1[CH:13]=[CH:12][CH:11]=[CH:10][CH:9]=1)[C:2]1[CH:7]=[CH:6][CH:5]=[CH:4][CH:3]=1.CC(OI1(OC(C)=O)(OC(C)=O)OC(=O)C2C=CC=CC1=2)=O. Product: [Si:1]([O:18][CH2:19][CH:20]1[CH2:25][C:24](=[O:26])[CH:23]([CH3:27])[CH2:22][CH2:21]1)([C:14]([CH3:17])([CH3:15])[CH3:16])([C:8]1[CH:13]=[CH:12][CH:11]=[CH:10][CH:9]=1)[C:2]1[CH:3]=[CH:4][CH:5]=[CH:6][CH:7]=1. The catalyst class is: 2. (5) Reactant: [N:1]1([S:5]([NH2:8])(=[O:7])=[O:6])[CH2:4][CH2:3][CH2:2]1.C(=O)([O-])[O-].[Cs+].[Cs+].ClC1C=C(OC2COC(C3C=CC=CC=3)OC2)N=C(SCC2C=CC=C(F)C=2F)N=1.Cl[C:46]1[CH:51]=[C:50]([O:52][C@@H:53]([C@H:55]2[CH2:59][O:58][C:57]([CH3:61])([CH3:60])[O:56]2)[CH3:54])[N:49]=[C:48]([S:62][CH2:63][C:64]2[CH:69]=[CH:68][CH:67]=[C:66]([F:70])[C:65]=2[F:71])[N:47]=1.[Cl-].[NH4+]. Product: [F:71][C:65]1[C:66]([F:70])=[CH:67][CH:68]=[CH:69][C:64]=1[CH2:63][S:62][C:48]1[N:47]=[C:46]([NH:8][S:5]([N:1]2[CH2:4][CH2:3][CH2:2]2)(=[O:7])=[O:6])[CH:51]=[C:50]([O:52][C@@H:53]([C@H:55]2[CH2:59][O:58][C:57]([CH3:60])([CH3:61])[O:56]2)[CH3:54])[N:49]=1. The catalyst class is: 62. (6) Reactant: [CH3:1][O:2][C:3]1[CH:4]=[C:5]2[C:10](=[CH:11][C:12]=1[O:13][CH2:14][C@H:15]1[CH2:17][O:16]1)[N:9]=[CH:8][N:7]=[C:6]2[O:18][C:19]1[CH:20]=[C:21]2[C:25](=[CH:26][CH:27]=1)[NH:24][CH:23]=[C:22]2[CH3:28].[NH:29]1[CH2:33][CH2:32][CH2:31][CH2:30]1. Product: [OH:16][C@H:15]([CH2:17][N:29]1[CH2:33][CH2:32][CH2:31][CH2:30]1)[CH2:14][O:13][C:12]1[CH:11]=[C:10]2[C:5]([C:6]([O:18][C:19]3[CH:20]=[C:21]4[C:25](=[CH:26][CH:27]=3)[NH:24][CH:23]=[C:22]4[CH3:28])=[N:7][CH:8]=[N:9]2)=[CH:4][C:3]=1[O:2][CH3:1]. The catalyst class is: 3.